From a dataset of Peptide-MHC class I binding affinity with 185,985 pairs from IEDB/IMGT. Regression. Given a peptide amino acid sequence and an MHC pseudo amino acid sequence, predict their binding affinity value. This is MHC class I binding data. (1) The peptide sequence is QLFIKDYRY. The MHC is HLA-B27:05 with pseudo-sequence HLA-B27:05. The binding affinity (normalized) is 0.0847. (2) The MHC is HLA-B07:02 with pseudo-sequence HLA-B07:02. The peptide sequence is YSDIFNNVL. The binding affinity (normalized) is 0.0847. (3) The peptide sequence is YQSGLSIVM. The MHC is HLA-A03:01 with pseudo-sequence HLA-A03:01. The binding affinity (normalized) is 0.114. (4) The peptide sequence is FYHLPLHPAA. The MHC is Patr-A0701 with pseudo-sequence Patr-A0701. The binding affinity (normalized) is 0.467. (5) The peptide sequence is FQLYSDLAH. The MHC is HLA-A26:01 with pseudo-sequence HLA-A26:01. The binding affinity (normalized) is 0.0847. (6) The peptide sequence is NLKLYGAEF. The MHC is HLA-B15:01 with pseudo-sequence HLA-B15:01. The binding affinity (normalized) is 0.548. (7) The peptide sequence is RVFNGDDVK. The MHC is HLA-B27:05 with pseudo-sequence HLA-B27:05. The binding affinity (normalized) is 0.0847.